This data is from Peptide-MHC class I binding affinity with 185,985 pairs from IEDB/IMGT. The task is: Regression. Given a peptide amino acid sequence and an MHC pseudo amino acid sequence, predict their binding affinity value. This is MHC class I binding data. (1) The binding affinity (normalized) is 0.0847. The peptide sequence is QTPGVKIAP. The MHC is HLA-A03:01 with pseudo-sequence HLA-A03:01. (2) The peptide sequence is CVRNLEELT. The MHC is HLA-A02:03 with pseudo-sequence HLA-A02:03. The binding affinity (normalized) is 0.0527. (3) The peptide sequence is SEITIRCII. The MHC is H-2-Kk with pseudo-sequence H-2-Kk. The binding affinity (normalized) is 0.997. (4) The peptide sequence is LLRRRPYPL. The MHC is HLA-A30:01 with pseudo-sequence HLA-A30:01. The binding affinity (normalized) is 0.437.